From a dataset of Catalyst prediction with 721,799 reactions and 888 catalyst types from USPTO. Predict which catalyst facilitates the given reaction. (1) Reactant: [O:1]=[C:2]1[NH:7][C:6]([CH2:8][CH2:9][C:10]([O:12]C(C)(C)C)=[O:11])=[N:5][C:4]2[N:17]=[CH:18][CH:19]=[CH:20][C:3]1=2.FC(F)(F)C(O)=O.CO. Product: [O:1]=[C:2]1[NH:7][C:6]([CH2:8][CH2:9][C:10]([OH:12])=[O:11])=[N:5][C:4]2[N:17]=[CH:18][CH:19]=[CH:20][C:3]1=2. The catalyst class is: 2. (2) Reactant: [CH3:1][O:2][C:3]1[CH:8]=[CH:7][C:6]([C:9]2[C:14]3[CH:15]=[CH:16][S:17][C:13]=3[CH:12]=[CH:11][CH:10]=2)=[CH:5][CH:4]=1.C(Cl)Cl.C(=O)=O.[Br:24]Br. Product: [Br:24][C:12]1[C:13]2[S:17][CH:16]=[CH:15][C:14]=2[C:9]([C:6]2[CH:7]=[CH:8][C:3]([O:2][CH3:1])=[CH:4][CH:5]=2)=[CH:10][CH:11]=1. The catalyst class is: 95. (3) Reactant: [CH3:1][C:2]1[CH:3]=[C:4]([CH:12]=[CH:13][C:14]=1[O:15][C:16]1[CH:21]=[CH:20][CH:19]=[CH:18][CH:17]=1)[C:5]([O:7]C(C)(C)C)=[O:6].FC(F)(F)C(O)=O. Product: [CH3:1][C:2]1[CH:3]=[C:4]([CH:12]=[CH:13][C:14]=1[O:15][C:16]1[CH:21]=[CH:20][CH:19]=[CH:18][CH:17]=1)[C:5]([OH:7])=[O:6]. The catalyst class is: 4. (4) Reactant: [F:1][C:2]1[C:3]([NH:12][C:13]2[CH:18]=[CH:17][C:16]([I:19])=[CH:15][C:14]=2[F:20])=[C:4]([CH:8]=[CH:9][C:10]=1[F:11])[C:5](O)=[O:6].N1C=CC=CC=1.N1C(F)=NC(F)=NC=1[F:29]. Product: [F:1][C:2]1[C:3]([NH:12][C:13]2[CH:18]=[CH:17][C:16]([I:19])=[CH:15][C:14]=2[F:20])=[C:4]([CH:8]=[CH:9][C:10]=1[F:11])[C:5]([F:29])=[O:6]. The catalyst class is: 46. (5) Reactant: Cl[C:2]1[C:11]2[C:6](=[CH:7][C:8]([O:14][CH3:15])=[C:9]([O:12][CH3:13])[CH:10]=2)[N:5]=[CH:4][CH:3]=1.[OH:16][C:17]1[CH:30]=[CH:29][CH:28]=[CH:27][C:18]=1[C:19]([C:21]1[CH:26]=[CH:25][CH:24]=[CH:23][CH:22]=1)=[O:20]. Product: [CH3:13][O:12][C:9]1[CH:10]=[C:11]2[C:6](=[CH:7][C:8]=1[O:14][CH3:15])[N:5]=[CH:4][CH:3]=[C:2]2[O:16][C:17]1[CH:30]=[CH:29][CH:28]=[CH:27][C:18]=1[C:19]([C:21]1[CH:22]=[CH:23][CH:24]=[CH:25][CH:26]=1)=[O:20]. The catalyst class is: 420.